This data is from Forward reaction prediction with 1.9M reactions from USPTO patents (1976-2016). The task is: Predict the product of the given reaction. (1) Given the reactants [NH2:1][C:2]1[CH:6]=[C:5]([CH3:7])[O:4][N:3]=1.N1C=CC=CC=1.Cl[C:15](OC1C=CC=CC=1)=[O:16].[Cl:24][C:25]1[CH:31]=[C:30]([O:32][C:33]2[C:34]3[N:41]([CH2:42][CH2:43][O:44][CH2:45][CH2:46][O:47][CH3:48])[CH:40]=[CH:39][C:35]=3[N:36]=[CH:37][N:38]=2)[CH:29]=[CH:28][C:26]=1[NH2:27], predict the reaction product. The product is: [Cl:24][C:25]1[CH:31]=[C:30]([O:32][C:33]2[C:34]3[N:41]([CH2:42][CH2:43][O:44][CH2:45][CH2:46][O:47][CH3:48])[CH:40]=[CH:39][C:35]=3[N:36]=[CH:37][N:38]=2)[CH:29]=[CH:28][C:26]=1[NH:27][C:15]([NH:1][C:2]1[CH:6]=[C:5]([CH3:7])[O:4][N:3]=1)=[O:16]. (2) Given the reactants [NH2:1][C:2]1[C:3]([OH:16])=[C:4]([C:8]2[CH:9]=[C:10]([C:13]([OH:15])=[O:14])[NH:11][CH:12]=2)[CH:5]=[CH:6][CH:7]=1.[N:17]([O-])=O.[Na+].[CH3:21][C:22]1[CH2:23][C:24](=[O:37])[N:25]([C:27]2[CH:36]=[CH:35][C:34]3[CH2:33][CH2:32][CH2:31][CH2:30][C:29]=3[CH:28]=2)[N:26]=1.C(=O)(O)[O-].[Na+], predict the reaction product. The product is: [OH:16][C:3]1[C:2]([NH:1][N:17]=[C:23]2[C:24](=[O:37])[N:25]([C:27]3[CH:36]=[CH:35][C:34]4[CH2:33][CH2:32][CH2:31][CH2:30][C:29]=4[CH:28]=3)[N:26]=[C:22]2[CH3:21])=[CH:7][CH:6]=[CH:5][C:4]=1[C:8]1[CH:9]=[C:10]([C:13]([OH:15])=[O:14])[NH:11][CH:12]=1. (3) Given the reactants [CH3:1][N:2]([CH3:14])[CH:3]1[CH2:12][CH2:11][C:10]2[C:5](=[CH:6][CH:7]=[C:8]([NH2:13])[CH:9]=2)[CH2:4]1.CCCCCC.C(O)(C)C.C(NCC)C, predict the reaction product. The product is: [CH3:1][N:2]([CH3:14])[C@H:3]1[CH2:12][CH2:11][C:10]2[C:5](=[CH:6][CH:7]=[C:8]([NH2:13])[CH:9]=2)[CH2:4]1.[CH3:1][N:2]([CH3:14])[C@@H:3]1[CH2:12][CH2:11][C:10]2[C:5](=[CH:6][CH:7]=[C:8]([NH2:13])[CH:9]=2)[CH2:4]1. (4) Given the reactants [C:1]([C:4]1[NH:8][N:7]=[C:6]([C:9]([NH:11][C@@H:12]([CH3:29])[CH2:13][N:14]2[CH:18]=[CH:17][C:16]([C:19]3[CH:24]=[C:23]([F:25])[C:22]([C:26]#[N:27])=[C:21]([F:28])[CH:20]=3)=[N:15]2)=[O:10])[CH:5]=1)(=[O:3])[CH3:2].[BH4-].[Na+].[Cl-].[NH4+], predict the reaction product. The product is: [C:26]([C:22]1[C:23]([F:25])=[CH:24][C:19]([C:16]2[CH:17]=[CH:18][N:14]([CH2:13][C@@H:12]([NH:11][C:9]([C:6]3[CH:5]=[C:4]([CH:1]([OH:3])[CH3:2])[NH:8][N:7]=3)=[O:10])[CH3:29])[N:15]=2)=[CH:20][C:21]=1[F:28])#[N:27]. (5) Given the reactants [Cl:1][C:2]1[C:7]2[C:8](=[O:23])[N:9]([CH2:13][C:14]3[C:15](=[O:22])[NH:16][C:17]([CH3:21])=[CH:18][C:19]=3[CH3:20])[CH2:10][CH2:11][O:12][C:6]=2[CH:5]=[CH:4][C:3]=1[OH:24].[F:25][C:26]([F:40])([F:39])[CH2:27]OS(C1C=CC(C)=CC=1)(=O)=O.C(=O)([O-])[O-].[K+].[K+], predict the reaction product. The product is: [Cl:1][C:2]1[C:7]2[C:8](=[O:23])[N:9]([CH2:13][C:14]3[C:15](=[O:22])[NH:16][C:17]([CH3:21])=[CH:18][C:19]=3[CH3:20])[CH2:10][CH2:11][O:12][C:6]=2[CH:5]=[CH:4][C:3]=1[O:24][CH2:27][C:26]([F:40])([F:39])[F:25]. (6) Given the reactants [CH2:1]([O:5][C:6]1[CH:14]=[CH:13][C:9]([C:10](Cl)=[O:11])=[CH:8][CH:7]=1)[CH2:2][CH2:3][CH3:4].CCN(CC)CC.[NH2:22][C:23]1[CH:24]=[N:25][C:26]2[C:31]([CH:32]=1)=[CH:30][CH:29]=[CH:28][CH:27]=2, predict the reaction product. The product is: [CH2:1]([O:5][C:6]1[CH:14]=[CH:13][C:9]([C:10]([NH:22][C:23]2[CH:24]=[N:25][C:26]3[C:31]([CH:32]=2)=[CH:30][CH:29]=[CH:28][CH:27]=3)=[O:11])=[CH:8][CH:7]=1)[CH2:2][CH2:3][CH3:4]. (7) Given the reactants [C:1]([O:5][C:6]([N:8]1[CH2:13][CH2:12][C:11]2([C:21]3[C:16](=[CH:17][CH:18]=[CH:19][CH:20]=3)[CH:15]([OH:22])[CH2:14]2)[CH2:10][CH2:9]1)=[O:7])([CH3:4])([CH3:3])[CH3:2].C[N+]1([O-])CCOCC1, predict the reaction product. The product is: [C:1]([O:5][C:6]([N:8]1[CH2:13][CH2:12][C:11]2([C:21]3[C:16](=[CH:17][CH:18]=[CH:19][CH:20]=3)[C:15](=[O:22])[CH2:14]2)[CH2:10][CH2:9]1)=[O:7])([CH3:4])([CH3:2])[CH3:3]. (8) Given the reactants [H-].[Na+].[CH3:3][N:4]1[C:9](=[O:10])[CH2:8][C:7]2[S:11][C:12]([CH3:14])=[CH:13][C:6]=2[S:5]1(=[O:16])=[O:15].[H][H].[C:19]1([N:25]=[C:26]=[O:27])[CH:24]=[CH:23][CH:22]=[CH:21][CH:20]=1, predict the reaction product. The product is: [CH3:3][N:4]1[C:9](=[O:10])[CH:8]([C:26]([NH:25][C:19]2[CH:24]=[CH:23][CH:22]=[CH:21][CH:20]=2)=[O:27])[C:7]2[S:11][C:12]([CH3:14])=[CH:13][C:6]=2[S:5]1(=[O:16])=[O:15].